From a dataset of NCI-60 drug combinations with 297,098 pairs across 59 cell lines. Regression. Given two drug SMILES strings and cell line genomic features, predict the synergy score measuring deviation from expected non-interaction effect. (1) Drug 1: CNC(=O)C1=CC=CC=C1SC2=CC3=C(C=C2)C(=NN3)C=CC4=CC=CC=N4. Drug 2: CC1=C(N=C(N=C1N)C(CC(=O)N)NCC(C(=O)N)N)C(=O)NC(C(C2=CN=CN2)OC3C(C(C(C(O3)CO)O)O)OC4C(C(C(C(O4)CO)O)OC(=O)N)O)C(=O)NC(C)C(C(C)C(=O)NC(C(C)O)C(=O)NCCC5=NC(=CS5)C6=NC(=CS6)C(=O)NCCC[S+](C)C)O. Cell line: HCT116. Synergy scores: CSS=12.3, Synergy_ZIP=-14.4, Synergy_Bliss=-19.3, Synergy_Loewe=-28.5, Synergy_HSA=-16.5. (2) Drug 1: CC1=C(C(CCC1)(C)C)C=CC(=CC=CC(=CC(=O)O)C)C. Drug 2: C1=CC=C(C(=C1)C(C2=CC=C(C=C2)Cl)C(Cl)Cl)Cl. Cell line: RPMI-8226. Synergy scores: CSS=53.4, Synergy_ZIP=-1.26, Synergy_Bliss=-4.46, Synergy_Loewe=-35.2, Synergy_HSA=-4.72. (3) Drug 1: CC1C(C(CC(O1)OC2CC(CC3=C2C(=C4C(=C3O)C(=O)C5=C(C4=O)C(=CC=C5)OC)O)(C(=O)CO)O)N)O.Cl. Drug 2: CC12CCC3C(C1CCC2=O)CC(=C)C4=CC(=O)C=CC34C. Cell line: SK-MEL-28. Synergy scores: CSS=-1.77, Synergy_ZIP=0.426, Synergy_Bliss=-0.284, Synergy_Loewe=-0.526, Synergy_HSA=-0.688. (4) Drug 1: CNC(=O)C1=CC=CC=C1SC2=CC3=C(C=C2)C(=NN3)C=CC4=CC=CC=N4. Drug 2: CC12CCC(CC1=CCC3C2CCC4(C3CC=C4C5=CN=CC=C5)C)O. Cell line: A498. Synergy scores: CSS=4.08, Synergy_ZIP=-1.06, Synergy_Bliss=-0.101, Synergy_Loewe=-8.01, Synergy_HSA=-2.15. (5) Drug 1: C#CCC(CC1=CN=C2C(=N1)C(=NC(=N2)N)N)C3=CC=C(C=C3)C(=O)NC(CCC(=O)O)C(=O)O. Drug 2: COCCOC1=C(C=C2C(=C1)C(=NC=N2)NC3=CC=CC(=C3)C#C)OCCOC.Cl. Cell line: SK-MEL-28. Synergy scores: CSS=2.28, Synergy_ZIP=0.0220, Synergy_Bliss=0.761, Synergy_Loewe=-2.36, Synergy_HSA=-2.37. (6) Drug 1: C1=NC2=C(N=C(N=C2N1C3C(C(C(O3)CO)O)O)F)N. Drug 2: C(CCl)NC(=O)N(CCCl)N=O. Cell line: HOP-92. Synergy scores: CSS=3.13, Synergy_ZIP=-4.79, Synergy_Bliss=-0.0369, Synergy_Loewe=-9.60, Synergy_HSA=-3.35. (7) Drug 1: CC1=C(C=C(C=C1)NC2=NC=CC(=N2)N(C)C3=CC4=NN(C(=C4C=C3)C)C)S(=O)(=O)N.Cl. Drug 2: C1C(C(OC1N2C=C(C(=O)NC2=O)F)CO)O. Cell line: BT-549. Synergy scores: CSS=14.3, Synergy_ZIP=-2.65, Synergy_Bliss=-0.737, Synergy_Loewe=-8.24, Synergy_HSA=-2.72.